From a dataset of Forward reaction prediction with 1.9M reactions from USPTO patents (1976-2016). Predict the product of the given reaction. Given the reactants [NH2:1][C:2]1[N:10]=[CH:9][CH:8]=[CH:7][C:3]=1[C:4](O)=[O:5].[H-].[H-].[H-].[H-].[Li+].[Al+3], predict the reaction product. The product is: [NH2:1][C:2]1[C:3]([CH2:4][OH:5])=[CH:7][CH:8]=[CH:9][N:10]=1.